The task is: Predict the reactants needed to synthesize the given product.. This data is from Full USPTO retrosynthesis dataset with 1.9M reactions from patents (1976-2016). (1) Given the product [Br:16][CH:7]1[C:2](=[O:1])[CH2:3][CH2:4][C:5]([C:10]2[CH:11]=[CH:12][CH:13]=[CH:14][CH:15]=2)([C:8]#[N:9])[CH2:6]1, predict the reactants needed to synthesize it. The reactants are: [O:1]=[C:2]1[CH2:7][CH2:6][C:5]([C:10]2[CH:15]=[CH:14][CH:13]=[CH:12][CH:11]=2)([C:8]#[N:9])[CH2:4][CH2:3]1.[Br:16]C1CC(C(C)C)CCC1=O. (2) Given the product [I:1][C:2]1[C:10]2[O:9][CH:8]=[CH:7][C:6]=2[CH:5]=[C:4]([S:11]([NH:21][C:20]2[CH:22]=[C:16]([CH3:15])[CH:17]=[CH:18][C:19]=2[O:23][CH3:24])(=[O:13])=[O:12])[CH:3]=1, predict the reactants needed to synthesize it. The reactants are: [I:1][C:2]1[C:10]2[O:9][CH:8]=[CH:7][C:6]=2[CH:5]=[C:4]([S:11](Cl)(=[O:13])=[O:12])[CH:3]=1.[CH3:15][C:16]1[CH:17]=[CH:18][C:19]([O:23][CH3:24])=[C:20]([CH:22]=1)[NH2:21].N1C=CC=CC=1. (3) Given the product [CH3:19][O:18][CH2:17][CH2:16][N:6]1[CH:5]=[C:4]([N+:1]([O-:3])=[O:2])[CH:8]=[N:7]1, predict the reactants needed to synthesize it. The reactants are: [N+:1]([C:4]1[CH:5]=[N:6][NH:7][CH:8]=1)([O-:3])=[O:2].C([O-])([O-])=O.[K+].[K+].Br[CH2:16][CH2:17][O:18][CH3:19].